Task: Predict the reaction yield, written as a fraction of the theoretical maximum amount of product (1.0 means a 100% yield; for example, 0.34 means a 34% yield).. Dataset: Reaction yield outcomes from USPTO patents with 853,638 reactions (1) The reactants are [CH3:1][O:2][C:3]1[CH:8]=[CH:7][C:6](B(O)O)=[CH:5][CH:4]=1.[NH2:12][C:13]1[N:14]=[C:15]([N:24]2[CH2:29][CH2:28][N:27]([C:30](=[O:40])[CH2:31][O:32][C:33]3[CH:38]=[CH:37][C:36]([Cl:39])=[CH:35][CH:34]=3)[CH2:26][CH2:25]2)[C:16]2[N:22]=[C:21](Cl)[CH:20]=[CH:19][C:17]=2[N:18]=1. No catalyst specified. The product is [NH2:12][C:13]1[N:14]=[C:15]([N:24]2[CH2:25][CH2:26][N:27]([C:30](=[O:40])[CH2:31][O:32][C:33]3[CH:38]=[CH:37][C:36]([Cl:39])=[CH:35][CH:34]=3)[CH2:28][CH2:29]2)[C:16]2[N:22]=[C:21]([C:6]3[CH:7]=[CH:8][C:3]([O:2][CH3:1])=[CH:4][CH:5]=3)[CH:20]=[CH:19][C:17]=2[N:18]=1. The yield is 0.780. (2) The reactants are [NH2:1][C:2]1[C:3](=[O:18])[NH:4][C:5](=[S:17])[N:6]([C:9]2[CH:14]=[C:13]([Cl:15])[CH:12]=[C:11]([Cl:16])[CH:10]=2)[C:7]=1[NH2:8].[CH:19](O)=O. No catalyst specified. The product is [Cl:15][C:13]1[CH:14]=[C:9]([N:6]2[C:7]3[N:8]=[CH:19][NH:1][C:2]=3[C:3](=[O:18])[NH:4][C:5]2=[S:17])[CH:10]=[C:11]([Cl:16])[CH:12]=1. The yield is 0.470. (3) The reactants are C(OC([N:8]1[CH2:12][C@H:11]([NH:13][C:14]2[CH:19]=[CH:18][C:17]([C:20]3[O:24][N:23]=[C:22]([C:25]4[CH:30]=[CH:29][C:28]([O:31][CH:32]([CH3:34])[CH3:33])=[C:27]([Cl:35])[CH:26]=4)[N:21]=3)=[CH:16][CH:15]=2)[CH2:10][C@@H:9]1[C:36]([OH:38])=[O:37])=O)(C)(C)C.FC(F)(F)C(O)=O. The catalyst is ClCCl. The product is [Cl:35][C:27]1[CH:26]=[C:25]([C:22]2[N:21]=[C:20]([C:17]3[CH:16]=[CH:15][C:14]([NH:13][C@H:11]4[CH2:12][NH:8][C@@H:9]([C:36]([OH:38])=[O:37])[CH2:10]4)=[CH:19][CH:18]=3)[O:24][N:23]=2)[CH:30]=[CH:29][C:28]=1[O:31][CH:32]([CH3:33])[CH3:34]. The yield is 1.00.